From a dataset of Forward reaction prediction with 1.9M reactions from USPTO patents (1976-2016). Predict the product of the given reaction. (1) Given the reactants [NH2:1][C:2]1[C:10]2[C:9]([C:11]3[O:12][C:13]([CH3:16])=[CH:14][CH:15]=3)=[N:8][C:7](S(C)=O)=[N:6][C:5]=2[S:4][C:3]=1[C:20]([NH2:22])=[O:21].[C:23](=O)([O-])[O-:24].[K+].[K+], predict the reaction product. The product is: [NH2:1][C:2]1[C:10]2[C:9]([C:11]3[O:12][C:13]([CH3:16])=[CH:14][CH:15]=3)=[N:8][C:7]([O:24][CH3:23])=[N:6][C:5]=2[S:4][C:3]=1[C:20]([NH2:22])=[O:21]. (2) The product is: [Br:17][C:13]1[CH:12]=[C:11]2[C:16]([C:7](=[N:6][OH:5])[CH:8]=[C:9]([C:18]3[N:19]=[CH:20][C:21]4[C:26]([CH:27]=3)=[CH:25][CH:24]=[CH:23][CH:22]=4)[O:10]2)=[CH:15][CH:14]=1. Given the reactants C([O:5][N:6]=[C:7]1[C:16]2[C:11](=[CH:12][C:13]([Br:17])=[CH:14][CH:15]=2)[O:10][C:9]([C:18]2[N:19]=[CH:20][C:21]3[C:26]([CH:27]=2)=[CH:25][CH:24]=[CH:23][CH:22]=3)=[CH:8]1)(C)(C)C, predict the reaction product. (3) Given the reactants C[C@H]1[C@](O)(C(CO)=O)[C@]2(C)[C@H]([C@H]3[C@](F)([C@@H](O)C2)[C@]2(C)C(=CC(C=C2)=O)CC3)C1.[CH2:29]1[CH:31]([N:32]2[C:42]3[C:37](=[CH:38][C:39]([F:49])=[C:40]([N:43]4[CH2:48][CH2:47][NH:46][CH2:45][CH2:44]4)[CH:41]=3)[C:35](=[O:36])[C:34]([C:50]([OH:52])=[O:51])=[CH:33]2)[CH2:30]1.C1C2C(=O)C(C(O)=O)=CN(C3CC3)C=2C=C(N2CCNCC2)C=1F.Cl, predict the reaction product. The product is: [CH:38]1[C:37]2[C:35](=[O:36])[C:34]([C:50]([OH:52])=[O:51])=[CH:33][N:32]([CH:31]3[CH2:30][CH2:29]3)[C:42]=2[CH:41]=[C:40]([N:43]2[CH2:44][CH2:45][NH:46][CH2:47][CH2:48]2)[C:39]=1[F:49]. (4) The product is: [CH2:1]([O:8][C:9]1[CH:14]=[C:13]2[C:12](=[CH:11][C:10]=1[O:22][CH3:23])[N:15]=[C:16]([S:20][CH3:21])[C:17]([C:18]#[N:19])=[C:31]2[CH3:32])[C:2]1[CH:3]=[CH:4][CH:5]=[CH:6][CH:7]=1. Given the reactants [CH2:1]([O:8][C:9]1[CH:14]=[CH:13][C:12]([NH:15][C:16]([S:20][CH3:21])=[CH:17][C:18]#[N:19])=[CH:11][C:10]=1[O:22][CH3:23])[C:2]1[CH:7]=[CH:6][CH:5]=[CH:4][CH:3]=1.P(Cl)(Cl)(Cl)=O.CN(C)[C:31](=O)[CH3:32], predict the reaction product. (5) Given the reactants [NH2:1][C:2]1[CH:7]=[CH:6][CH:5]=[CH:4][CH:3]=1.[H-].[Na+].[NH2:10][C:11]1[N:20]=[C:19]([NH2:21])[C:18]2[C:13](=[CH:14][CH:15]=[CH:16][C:17]=2F)[N:12]=1, predict the reaction product. The product is: [NH2:10][C:11]1[N:20]=[C:19]([NH2:21])[C:18]2[C:13](=[CH:14][CH:15]=[CH:16][C:17]=2[NH:1][C:2]2[CH:7]=[CH:6][CH:5]=[CH:4][CH:3]=2)[N:12]=1. (6) Given the reactants Cl[C:2]1[N:7]=[CH:6][C:5]([C:8]2[C:17]3[C:12](=[CH:13][CH:14]=[CH:15][CH:16]=3)[C:11](=[O:18])[NH:10][N:9]=2)=[CH:4][CH:3]=1.[CH3:19][NH:20][CH3:21].C1COCC1, predict the reaction product. The product is: [CH3:19][N:20]([CH3:21])[C:2]1[N:7]=[CH:6][C:5]([C:8]2[C:17]3[C:12](=[CH:13][CH:14]=[CH:15][CH:16]=3)[C:11](=[O:18])[NH:10][N:9]=2)=[CH:4][CH:3]=1. (7) Given the reactants Cl.C[O:3][C:4]1[CH:5]=[C:6]2[C:11](=[CH:12][CH:13]=1)[C:10]([O:14][C:15]1[CH:29]=[CH:28][C:18]([O:19][CH2:20][CH2:21][N:22]3[CH2:27][CH2:26][CH2:25][CH2:24][CH2:23]3)=[CH:17][CH:16]=1)=[C:9]([C:30]1[S:31][C:32]([CH3:35])=[CH:33][CH:34]=1)[CH:8]=[CH:7]2.B(Br)(Br)Br.Cl, predict the reaction product. The product is: [CH3:35][C:32]1[S:31][C:30]([C:9]2[C:10]([O:14][C:15]3[CH:29]=[CH:28][C:18]([O:19][CH2:20][CH2:21][N:22]4[CH2:27][CH2:26][CH2:25][CH2:24][CH2:23]4)=[CH:17][CH:16]=3)=[C:11]3[C:6](=[CH:7][CH:8]=2)[CH:5]=[C:4]([OH:3])[CH:13]=[CH:12]3)=[CH:34][CH:33]=1. (8) Given the reactants [Cl:1][C:2]1[N:3]=[CH:4][C:5]([C:8]([NH:10][C:11]2[S:12][CH:13]=[C:14]([C:16]3[CH:21]=[CH:20][C:19]([O:22][CH3:23])=[C:18]([C:24]([F:27])([F:26])[F:25])[CH:17]=3)[N:15]=2)=[O:9])=[N:6][CH:7]=1.C=O.Cl.[CH2:31]([C@@H:33]1[CH2:37][CH2:36][CH2:35][NH:34]1)[CH3:32].Cl[CH:39](Cl)C, predict the reaction product. The product is: [Cl:1][C:2]1[N:3]=[CH:4][C:5]([C:8]([NH:10][C:11]2[S:12][C:13]([CH2:39][N:34]3[CH2:35][CH2:36][CH2:37][C@H:33]3[CH2:31][CH3:32])=[C:14]([C:16]3[CH:21]=[CH:20][C:19]([O:22][CH3:23])=[C:18]([C:24]([F:27])([F:25])[F:26])[CH:17]=3)[N:15]=2)=[O:9])=[N:6][CH:7]=1. (9) Given the reactants Cl[C:2]1[N:7]=[C:6]([C:8]([O:10][CH3:11])=[O:9])[CH:5]=[C:4]([O:12][CH3:13])[N:3]=1.[NH:14]1[CH2:18][CH2:17][CH2:16][CH2:15]1.C(N(CC)CC)C.O, predict the reaction product. The product is: [CH3:13][O:12][C:4]1[N:3]=[C:2]([N:14]2[CH2:18][CH2:17][CH2:16][CH2:15]2)[N:7]=[C:6]([C:8]([O:10][CH3:11])=[O:9])[CH:5]=1. (10) Given the reactants [OH:1][CH2:2][CH2:3][NH:4][NH2:5].[CH:6]([C:8]1[CH:9]=[N:10][N:11]2[CH:16]=[CH:15][C:14]([C:17]#[N:18])=[CH:13][C:12]=12)=O.C([O-])(O)=O.[Na+].[CH3:24][C:25]1[CH:30]=[CH:29][C:28]([N+:31]([O-:33])=[O:32])=[CH:27][C:26]=1[S:34](Cl)(=[O:36])=[O:35], predict the reaction product. The product is: [C:17]([C:14]1[CH:15]=[CH:16][N:11]2[N:10]=[CH:9][C:8]([CH:6]=[N:5][N:4]([CH2:3][CH2:2][OH:1])[S:34]([C:26]3[CH:27]=[C:28]([N+:31]([O-:33])=[O:32])[CH:29]=[CH:30][C:25]=3[CH3:24])(=[O:35])=[O:36])=[C:12]2[CH:13]=1)#[N:18].